From a dataset of Catalyst prediction with 721,799 reactions and 888 catalyst types from USPTO. Predict which catalyst facilitates the given reaction. Reactant: [ClH:1].O1CCOCC1.OC(C(F)(F)F)=O.[N:15]1([C:21]([N:23]2[CH2:28][CH2:27][N:26](C(OC(C)(C)C)=O)[CH2:25][CH:24]2[CH2:36][O:37][C:38]2[CH:39]=[N:40][CH:41]=[CH:42][CH:43]=2)=[O:22])[CH2:20][CH2:19][CH2:18][CH2:17][CH2:16]1. Product: [ClH:1].[ClH:1].[N:15]1([C:21]([N:23]2[CH2:28][CH2:27][NH:26][CH2:25][CH:24]2[CH2:36][O:37][C:38]2[CH:39]=[N:40][CH:41]=[CH:42][CH:43]=2)=[O:22])[CH2:20][CH2:19][CH2:18][CH2:17][CH2:16]1. The catalyst class is: 5.